This data is from Peptide-MHC class I binding affinity with 185,985 pairs from IEDB/IMGT. The task is: Regression. Given a peptide amino acid sequence and an MHC pseudo amino acid sequence, predict their binding affinity value. This is MHC class I binding data. (1) The peptide sequence is ELFARSSDPR. The MHC is HLA-B51:01 with pseudo-sequence HLA-B51:01. The binding affinity (normalized) is 0.0847. (2) The peptide sequence is GTIILNKIV. The MHC is HLA-A02:01 with pseudo-sequence HLA-A02:01. The binding affinity (normalized) is 0.236. (3) The peptide sequence is SLFTEQAFY. The MHC is HLA-B08:03 with pseudo-sequence HLA-B08:03. The binding affinity (normalized) is 0.0847. (4) The peptide sequence is TCDGNTFTY. The MHC is HLA-B08:01 with pseudo-sequence HLA-B08:01. The binding affinity (normalized) is 0.0847. (5) The peptide sequence is KQLESVMYL. The binding affinity (normalized) is 1.00. The MHC is HLA-A02:06 with pseudo-sequence HLA-A02:06. (6) The peptide sequence is DEHPWQPML. The MHC is HLA-B48:01 with pseudo-sequence HLA-B48:01. The binding affinity (normalized) is 0.0847.